This data is from Reaction yield outcomes from USPTO patents with 853,638 reactions. The task is: Predict the reaction yield, written as a fraction of the theoretical maximum amount of product (1.0 means a 100% yield; for example, 0.34 means a 34% yield). (1) The reactants are [CH3:1][N:2]([CH3:22])[C:3]([C:5]1[NH:9][C:8]([C:10]2[C:11]([CH3:21])=[CH:12][C:13]([CH3:20])=[C:14]([CH:19]=2)[C:15]([O:17]C)=[O:16])=[N:7][CH:6]=1)=[O:4].O1CCCC1. The catalyst is [Li+].[OH-]. The product is [CH3:1][N:2]([CH3:22])[C:3]([C:5]1[NH:9][C:8]([C:10]2[C:11]([CH3:21])=[CH:12][C:13]([CH3:20])=[C:14]([CH:19]=2)[C:15]([OH:17])=[O:16])=[N:7][CH:6]=1)=[O:4]. The yield is 0.530. (2) The reactants are Br[C:2]1[N:7]=[CH:6][C:5]([CH2:8][CH2:9][S:10]([NH:13][C:14]2[CH:19]=[CH:18][CH:17]=[CH:16][C:15]=2[S:20]([NH2:23])(=[O:22])=[O:21])(=[O:12])=[O:11])=[CH:4][CH:3]=1.[CH3:24][C:25]([CH3:29])([CH3:28])[C:26]#[CH:27]. No catalyst specified. The product is [CH3:24][C:25]([CH3:29])([CH3:28])[C:26]#[C:27][C:2]1[N:7]=[CH:6][C:5]([CH2:8][CH2:9][S:10]([NH:13][C:14]2[CH:19]=[CH:18][CH:17]=[CH:16][C:15]=2[S:20]([NH2:23])(=[O:22])=[O:21])(=[O:12])=[O:11])=[CH:4][CH:3]=1. The yield is 0.340. (3) The reactants are CNCCNC.Br[C:8]1[CH:9]=[N:10][CH:11]=[CH:12][CH:13]=1.[Cl:14][C:15]1[C:19]([NH:20][C:21](=[O:23])[CH3:22])=[CH:18][NH:17][N:16]=1.C(=O)([O-])[O-].[K+].[K+]. The product is [Cl:14][C:15]1[C:19]([NH:20][C:21](=[O:23])[CH3:22])=[CH:18][N:17]([C:8]2[CH:9]=[N:10][CH:11]=[CH:12][CH:13]=2)[N:16]=1. The catalyst is [Cu]I.CN(C)C=O. The yield is 0.740. (4) The reactants are [CH2:1]([N:8]([C:16]1[C:21]([CH3:22])=[CH:20][C:19]([O:23]C)=[C:18]([CH2:25][C:26]2[CH:31]=[CH:30][C:29]([CH:32]([CH3:34])[CH3:33])=[CH:28][CH:27]=2)[C:17]=1[CH3:35])[C:9](=[O:15])[CH2:10][C:11]([CH3:14])([CH3:13])[CH3:12])[C:2]1[CH:7]=[CH:6][CH:5]=[CH:4][CH:3]=1. The catalyst is C(OCC)(=O)C.CCCCCC. The product is [CH2:1]([N:8]([C:16]1[C:21]([CH3:22])=[CH:20][C:19]([OH:23])=[C:18]([CH2:25][C:26]2[CH:31]=[CH:30][C:29]([CH:32]([CH3:33])[CH3:34])=[CH:28][CH:27]=2)[C:17]=1[CH3:35])[C:9](=[O:15])[CH2:10][C:11]([CH3:12])([CH3:13])[CH3:14])[C:2]1[CH:3]=[CH:4][CH:5]=[CH:6][CH:7]=1. The yield is 0.830. (5) The reactants are [F:1][C:2]1([F:6])[CH2:5][NH:4][CH2:3]1.[C:7]1([C:13](=[O:16])[CH:14]=[CH2:15])[CH:12]=[CH:11][CH:10]=[CH:9][CH:8]=1. The catalyst is CO. The product is [F:1][C:2]1([F:6])[CH2:5][N:4]([CH2:15][CH2:14][C:13]([C:7]2[CH:12]=[CH:11][CH:10]=[CH:9][CH:8]=2)=[O:16])[CH2:3]1. The yield is 0.240. (6) The reactants are Cl[C:2]1[CH:3]=C(SC2C3C(=CC(C)=CC=3)NC=2CCC(N)=O)C=C(Cl)[CH:7]=1.[Cl:25][C:26]1[CH:31]=[CH:30][C:29]([S:32][C:33]2[C:41]3[C:36](=[CH:37][CH:38]=[C:39]([CH3:42])[CH:40]=3)[NH:35][C:34]=2[C:43]([OH:45])=[O:44])=[CH:28][CH:27]=1.C(Cl)(=O)C(Cl)=O.CC(O)C. The catalyst is C1COCC1. The product is [Cl:25][C:26]1[CH:27]=[CH:28][C:29]([S:32][C:33]2[C:41]3[C:36](=[CH:37][CH:38]=[C:39]([CH3:42])[CH:40]=3)[NH:35][C:34]=2[C:43]([O:45][CH:2]([CH3:3])[CH3:7])=[O:44])=[CH:30][CH:31]=1. The yield is 0.580.